The task is: Predict which catalyst facilitates the given reaction.. This data is from Catalyst prediction with 721,799 reactions and 888 catalyst types from USPTO. (1) Reactant: [C:1]([O:5][C:6]([N:8]1[CH2:13][CH2:12][C:11]([F:17])([C:14](O)=[O:15])[CH2:10][CH2:9]1)=[O:7])([CH3:4])([CH3:3])[CH3:2].[NH4+].[Cl-].C[N:21](C(ON1N=NC2C=CC=NC1=2)=[N+](C)C)C.F[P-](F)(F)(F)(F)F.CCN(C(C)C)C(C)C. Product: [C:14]([C:11]1([F:17])[CH2:12][CH2:13][N:8]([C:6]([O:5][C:1]([CH3:4])([CH3:3])[CH3:2])=[O:7])[CH2:9][CH2:10]1)(=[O:15])[NH2:21]. The catalyst class is: 3. (2) Reactant: [F:1][C:2]([F:15])([F:14])[C:3]1[C:9](Cl)=[CH:8][C:6]([NH2:7])=[C:5]([N+:11]([O-:13])=[O:12])[CH:4]=1.Cl.[F:17][C:18]([F:26])([F:25])[CH:19]1[CH2:24][CH2:23][NH:22][CH2:21][CH2:20]1.C([O-])([O-])=O.[K+].[K+]. Product: [F:1][C:2]([F:15])([F:14])[C:3]1[C:9]([N:22]2[CH2:23][CH2:24][CH:19]([C:18]([F:26])([F:25])[F:17])[CH2:20][CH2:21]2)=[CH:8][C:6]([NH2:7])=[C:5]([N+:11]([O-:13])=[O:12])[CH:4]=1. The catalyst class is: 37. (3) Product: [CH3:1][O:2][C:3]1[CH:4]=[C:5]2[C:10](=[CH:11][C:12]=1[O:13][CH3:14])[N:9]=[CH:8][CH:7]=[C:6]2[O:15][C:16]1[C:22]([CH3:23])=[CH:21][C:19]([NH:20][C:43](=[O:49])[O:44][CH2:45][C:58]2[CH:55]=[CH:54][C:53]([O:52][CH3:51])=[C:60]([O:61][CH3:62])[CH:59]=2)=[C:18]([CH3:24])[CH:17]=1. The catalyst class is: 2. Reactant: [CH3:1][O:2][C:3]1[CH:4]=[C:5]2[C:10](=[CH:11][C:12]=1[O:13][CH3:14])[N:9]=[CH:8][CH:7]=[C:6]2[O:15][C:16]1[C:22]([CH3:23])=[CH:21][C:19]([NH2:20])=[C:18]([CH3:24])[CH:17]=1.C1(C)C=CC=CC=1.C(N(CC)CC)C.ClC(Cl)(O[C:43](=[O:49])[O:44][C:45](Cl)(Cl)Cl)Cl.[CH3:51][O:52][C:53]1[CH:54]=[C:55]([CH:58]=[CH:59][C:60]=1[O:61][CH3:62])CO. (4) Reactant: [F:1][C:2]1[CH:21]=[CH:20][C:19]([F:22])=[CH:18][C:3]=1[CH2:4][N:5]1[C:9]2=[N:10][CH:11]=[CH:12][CH:13]=[C:8]2[C:7]([C:14](=[N:16][OH:17])[NH2:15])=[N:6]1.N1C=CC=CC=1.Cl[C:30](OCC(C)C)=[O:31].O. Product: [F:1][C:2]1[CH:21]=[CH:20][C:19]([F:22])=[CH:18][C:3]=1[CH2:4][N:5]1[C:9]2=[N:10][CH:11]=[CH:12][CH:13]=[C:8]2[C:7]([C:14]2[NH:15][C:30](=[O:31])[O:17][N:16]=2)=[N:6]1. The catalyst class is: 3. (5) Reactant: [CH:1]([C:4]1[C:8]([CH2:9][CH2:10][CH2:11][OH:12])=[CH:7][N:6]([C:13]2[CH:18]=[CH:17][C:16]([C:19]([F:22])([F:21])[F:20])=[CH:15][N:14]=2)[N:5]=1)([CH3:3])[CH3:2].O[C:24]1[CH:25]=[C:26]([CH2:32][C:33]([O:35]C)=[O:34])[CH:27]=[CH:28][C:29]=1[O:30][CH3:31].C(P(CCCC)CCCC)CCC.N(C(N1CCCCC1)=O)=NC(N1CCCCC1)=O. Product: [CH:1]([C:4]1[C:8]([CH2:9][CH2:10][CH2:11][O:12][C:28]2[CH:27]=[C:26]([CH2:32][C:33]([OH:35])=[O:34])[CH:25]=[CH:24][C:29]=2[O:30][CH3:31])=[CH:7][N:6]([C:13]2[CH:18]=[CH:17][C:16]([C:19]([F:21])([F:20])[F:22])=[CH:15][N:14]=2)[N:5]=1)([CH3:3])[CH3:2]. The catalyst class is: 7.